Predict which catalyst facilitates the given reaction. From a dataset of Catalyst prediction with 721,799 reactions and 888 catalyst types from USPTO. (1) The catalyst class is: 27. Reactant: [C:1]([C:5]1[CH:6]=[C:7]([C:16]2[CH:17]=[C:18]([C:26]3[CH:31]=[CH:30][C:29]([C:32]([O:34][CH2:35][CH3:36])=[O:33])=[CH:28][CH:27]=3)[CH:19]=[CH:20][C:21]=2[CH2:22][CH2:23]CO)[CH:8]=[CH:9][C:10]=1[N:11]([CH2:14][CH3:15])[CH2:12][CH3:13])([CH3:4])([CH3:3])[CH3:2].C(P(CCCCCCCC)CCCCCCCC)CCCCCCC.[C:62]([Br:66])(Br)(Br)Br.O. Product: [Br:66][CH2:62][CH2:23][CH2:22][C:21]1[CH:20]=[CH:19][C:18]([C:26]2[CH:27]=[CH:28][C:29]([C:32]([O:34][CH2:35][CH3:36])=[O:33])=[CH:30][CH:31]=2)=[CH:17][C:16]=1[C:7]1[CH:8]=[CH:9][C:10]([N:11]([CH2:12][CH3:13])[CH2:14][CH3:15])=[C:5]([C:1]([CH3:4])([CH3:3])[CH3:2])[CH:6]=1. (2) The catalyst class is: 186. Reactant: C(O)(=O)C.[Cl:5][C:6]1[CH:7]=[C:8]([C:13]2([C:28]([F:31])([F:30])[F:29])[O:17][N:16]=[C:15]([C:18]3[CH:19]=[CH:20][C:21]([CH3:27])=[C:22]([N+:24]([O-])=O)[CH:23]=3)[CH2:14]2)[CH:9]=[C:10]([Cl:12])[CH:11]=1. Product: [Cl:5][C:6]1[CH:7]=[C:8]([C:13]2([C:28]([F:30])([F:29])[F:31])[O:17][N:16]=[C:15]([C:18]3[CH:19]=[CH:20][C:21]([CH3:27])=[C:22]([CH:23]=3)[NH2:24])[CH2:14]2)[CH:9]=[C:10]([Cl:12])[CH:11]=1.